Dataset: Retrosynthesis with 50K atom-mapped reactions and 10 reaction types from USPTO. Task: Predict the reactants needed to synthesize the given product. Given the product Cc1cc(-c2ccccc2)n2nc(C(=O)N(C)C3CCCCC3)cc2n1, predict the reactants needed to synthesize it. The reactants are: CNC1CCCCC1.COC(=O)c1cc2nc(C)cc(-c3ccccc3)n2n1.